The task is: Predict which catalyst facilitates the given reaction.. This data is from Catalyst prediction with 721,799 reactions and 888 catalyst types from USPTO. (1) Reactant: Br[C:2]1[CH:3]=[C:4]([C:9](=[O:22])[C:10]([C:12]2[CH:17]=[CH:16][C:15]([O:18][CH:19]([F:21])[F:20])=[CH:14][CH:13]=2)=[O:11])[CH:5]=[CH:6][C:7]=1[F:8].C[CH:24]1[CH2:29][CH2:28][CH2:27][CH:26](C)N1.C(C1CC1)#C. Product: [CH:28]1([C:27]#[C:26][C:2]2[CH:3]=[C:4]([C:9](=[O:22])[C:10]([C:12]3[CH:17]=[CH:16][C:15]([O:18][CH:19]([F:21])[F:20])=[CH:14][CH:13]=3)=[O:11])[CH:5]=[CH:6][C:7]=2[F:8])[CH2:29][CH2:24]1. The catalyst class is: 103. (2) The catalyst class is: 2. Reactant: [CH3:1][O:2][C:3]1[CH:4]=[C:5]2[C:10](=[CH:11][C:12]=1[O:13][CH3:14])[N:9]=[CH:8][CH:7]=[C:6]2[O:15][C:16]1[CH:22]=[CH:21][C:19]([NH2:20])=[CH:18][CH:17]=1.C1(C)C=CC=CC=1.C(N(CC)CC)C.Cl[C:38](Cl)([O:40][C:41](=[O:47])OC(Cl)(Cl)Cl)Cl.[F:49][C:50]([F:61])([F:60])[C:51]1[CH:52]=[C:53]([CH:57]=[CH:58][CH:59]=1)[CH2:54]CO. Product: [CH3:1][O:2][C:3]1[CH:4]=[C:5]2[C:10](=[CH:11][C:12]=1[O:13][CH3:14])[N:9]=[CH:8][CH:7]=[C:6]2[O:15][C:16]1[CH:22]=[CH:21][C:19]([NH:20][C:41](=[O:47])[O:40][CH2:38][CH2:54][C:53]2[CH:57]=[CH:58][CH:59]=[C:51]([C:50]([F:49])([F:60])[F:61])[CH:52]=2)=[CH:18][CH:17]=1. (3) Reactant: [C:1]([O:4][CH2:5][CH:6]([CH2:12][CH:13](Br)[C:14]1[O:15][C:16]([Br:29])=[C:17]([C:19]2[CH:24]=[CH:23][C:22]([C:25]([F:28])([F:27])[F:26])=[CH:21][CH:20]=2)[N:18]=1)[CH2:7][O:8][C:9](=[O:11])[CH3:10])(=[O:3])[CH3:2].C([O-])([O-])=O.[K+].[K+].[F:37][C:38]1[C:46]([OH:47])=[CH:45][CH:44]=[C:43]([F:48])[C:39]=1[C:40]([NH2:42])=[O:41]. Product: [C:1]([O:4][CH2:5][CH:6]([CH2:12][CH:13]([C:14]1[O:15][C:16]([Br:29])=[C:17]([C:19]2[CH:24]=[CH:23][C:22]([C:25]([F:28])([F:27])[F:26])=[CH:21][CH:20]=2)[N:18]=1)[O:47][C:46]1[CH:45]=[CH:44][C:43]([F:48])=[C:39]([C:40](=[O:41])[NH2:42])[C:38]=1[F:37])[CH2:7][O:8][C:9](=[O:11])[CH3:10])(=[O:3])[CH3:2]. The catalyst class is: 3.